This data is from Merck oncology drug combination screen with 23,052 pairs across 39 cell lines. The task is: Regression. Given two drug SMILES strings and cell line genomic features, predict the synergy score measuring deviation from expected non-interaction effect. Drug 1: CC(=O)OC1C(=O)C2(C)C(O)CC3OCC3(OC(C)=O)C2C(OC(=O)c2ccccc2)C2(O)CC(OC(=O)C(O)C(NC(=O)c3ccccc3)c3ccccc3)C(C)=C1C2(C)C. Drug 2: Cc1nc(Nc2ncc(C(=O)Nc3c(C)cccc3Cl)s2)cc(N2CCN(CCO)CC2)n1. Cell line: HT29. Synergy scores: synergy=35.0.